Dataset: Catalyst prediction with 721,799 reactions and 888 catalyst types from USPTO. Task: Predict which catalyst facilitates the given reaction. (1) Reactant: [CH3:1][O:2][C:3]1[C:16]([O:17][CH3:18])=[CH:15][CH:14]=[C:13]([C:19]2[CH:20]=[C:21]3[C:25](=[CH:26][CH:27]=2)[C:24](=[O:28])[O:23][CH2:22]3)[C:4]=1[O:5][CH2:6][C:7]([CH3:12])([CH3:11])[C:8](O)=[O:9].Cl.[CH3:30][N:31](C)[CH2:32]CCN=C=NCC.C(N(CC)CC)C.O.ON1C2C=CC=CC=2N=N1.CNC. Product: [CH3:1][O:2][C:3]1[C:16]([O:17][CH3:18])=[CH:15][CH:14]=[C:13]([C:19]2[CH:20]=[C:21]3[C:25](=[CH:26][CH:27]=2)[C:24](=[O:28])[O:23][CH2:22]3)[C:4]=1[O:5][CH2:6][C:7]([CH3:12])([CH3:11])[C:8]([N:31]([CH3:32])[CH3:30])=[O:9]. The catalyst class is: 46. (2) Reactant: [H-].[Na+].[CH3:3][OH:4].F[C:6]1[C:13]([F:14])=[C:12]([I:15])[CH:11]=[CH:10][C:7]=1[C:8]#[N:9]. Product: [F:14][C:13]1[C:6]([O:4][CH3:3])=[C:7]([CH:10]=[CH:11][C:12]=1[I:15])[C:8]#[N:9]. The catalyst class is: 3. (3) Reactant: C(C1C=[CH:47][C:6]([CH2:7][CH:8](/[CH:21]=[CH:22]/[C:23]2[CH:28]=[CH:27][CH:26]=[CH:25][C:24]=2[O:29][CH2:30][C:31]2[CH:36]=[CH:35][C:34]([C:37]([F:46])([C:42]([F:45])([F:44])[F:43])[C:38]([F:41])([F:40])[F:39])=[CH:33][CH:32]=2)[CH2:9][CH2:10][C:11]2[CH:20]=[CH:19][C:14]([C:15]([O:17]C)=[O:16])=[CH:13][CH:12]=2)=[CH:5][CH:4]=1)#N.[OH-:49].[K+].Cl.[CH2:52]([OH:55])[CH2:53][CH3:54]. Product: [C:52]([C:53]1[CH:4]=[CH:5][C:6]([CH2:7][CH:8](/[CH:21]=[CH:22]/[C:23]2[CH:28]=[CH:27][CH:26]=[CH:25][C:24]=2[O:29][CH2:30][C:31]2[CH:36]=[CH:35][C:34]([C:37]([F:46])([C:38]([F:41])([F:39])[F:40])[C:42]([F:45])([F:43])[F:44])=[CH:33][CH:32]=2)[CH2:9][CH2:10][C:11]2[CH:12]=[CH:13][C:14]([C:15]([OH:17])=[O:16])=[CH:19][CH:20]=2)=[CH:47][CH:54]=1)([OH:49])=[O:55]. The catalyst class is: 6. (4) Reactant: C[N:2]([CH3:15])/[CH:3]=[CH:4]/[C:5]1[CH:12]=[C:11]([C:13]#[N:14])[CH:10]=[CH:9][C:6]=1[C:7]#[N:8].[CH3:16][O:17][C:18]1[CH:25]=[C:24]([O:26][CH3:27])[CH:23]=[CH:22][C:19]=1CN.CN1C(=O)N(C)CCC1. Product: [CH3:16][O:17][C:18]1[CH:25]=[C:24]([O:26][CH3:27])[CH:23]=[CH:22][C:19]=1[CH2:15][N:2]1[CH:3]=[CH:4][C:5]2[C:6](=[CH:9][CH:10]=[C:11]([C:13]#[N:14])[CH:12]=2)[C:7]1=[NH:8]. The catalyst class is: 521.